Dataset: Full USPTO retrosynthesis dataset with 1.9M reactions from patents (1976-2016). Task: Predict the reactants needed to synthesize the given product. (1) Given the product [CH:1]1([CH2:4][O:5][C:6]2[CH:7]=[C:8]([CH:13]=[CH:14][C:15]=2[O:16][S:17]([CH2:20][CH2:21][N:22]([CH3:24])[CH3:23])(=[O:19])=[O:18])[C:9]([OH:11])=[O:10])[CH2:3][CH2:2]1, predict the reactants needed to synthesize it. The reactants are: [CH:1]1([CH2:4][O:5][C:6]2[CH:7]=[C:8]([CH:13]=[CH:14][C:15]=2[O:16][S:17]([CH2:20][CH2:21][N:22]([CH3:24])[CH3:23])(=[O:19])=[O:18])[C:9]([O:11]C)=[O:10])[CH2:3][CH2:2]1.[Li+].[OH-].Cl. (2) Given the product [Br:28][C:5]1([O:22][C@H:21]([CH2:23][O:24][C:25](=[O:27])[CH3:26])[C@H:16]([O:17][C:18](=[O:20])[CH3:19])[C@H:11]([O:12][C:13](=[O:15])[CH3:14])[C@H:6]1[O:7][C:8](=[O:10])[CH3:9])[OH:4], predict the reactants needed to synthesize it. The reactants are: C([O:4][C@@H:5]1[O:22][C@H:21]([CH2:23][O:24][C:25](=[O:27])[CH3:26])[C@H:16]([O:17][C:18](=[O:20])[CH3:19])[C@H:11]([O:12][C:13](=[O:15])[CH3:14])[C@H:6]1[O:7][C:8](=[O:10])[CH3:9])(=O)C.[BrH:28]. (3) Given the product [O:1]([CH2:8][C:9]1[CH:10]=[CH:11][C:12]([CH2:15][CH2:16][C:17]([C:19]2[O:20][C:21]([C:24]3[N:29]=[C:28]([C:30]([OH:32])=[O:31])[CH:27]=[CH:26][CH:25]=3)=[CH:22][N:23]=2)=[O:18])=[CH:13][CH:14]=1)[C:2]1[CH:7]=[CH:6][CH:5]=[CH:4][CH:3]=1, predict the reactants needed to synthesize it. The reactants are: [O:1]([CH2:8][C:9]1[CH:14]=[CH:13][C:12]([CH2:15][CH2:16][C:17]([C:19]2[O:20][C:21]([C:24]3[N:29]=[C:28]([C:30]([O:32]C)=[O:31])[CH:27]=[CH:26][CH:25]=3)=[CH:22][N:23]=2)=[O:18])=[CH:11][CH:10]=1)[C:2]1[CH:7]=[CH:6][CH:5]=[CH:4][CH:3]=1.[Li+].[OH-].Cl. (4) The reactants are: [CH2:1]([O:3][C:4]([C:6]1([C:9]2[CH:14]=[CH:13][C:12]([C:15]3[CH:20]=[CH:19][C:18]([C:21]4[S:22][C:23]([Cl:29])=[CH:24][C:25]=4C(=O)N)=[CH:17][C:16]=3[O:30][CH3:31])=[CH:11][CH:10]=2)[CH2:8][CH2:7]1)=[O:5])[CH3:2].[N:32]1[CH:37]=CC=CC=1.FC(F)(F)C(OI(C1C=CC=CC=1)OC(=O)C(F)(F)F)=[O:41].[F:59][C:60]1[CH:65]=[CH:64][C:63]([C@H:66]([OH:68])[CH3:67])=[CH:62][CH:61]=1. Given the product [CH2:1]([O:3][C:4]([C:6]1([C:9]2[CH:10]=[CH:11][C:12]([C:15]3[CH:20]=[CH:19][C:18]([C:21]4[S:22][C:23]([Cl:29])=[CH:24][C:25]=4[NH:32][C:37]([O:68][C@@H:66]([C:63]4[CH:64]=[CH:65][C:60]([F:59])=[CH:61][CH:62]=4)[CH3:67])=[O:41])=[CH:17][C:16]=3[O:30][CH3:31])=[CH:13][CH:14]=2)[CH2:8][CH2:7]1)=[O:5])[CH3:2], predict the reactants needed to synthesize it. (5) Given the product [Cl:1][C:2]1[CH:28]=[CH:27][C:5]([CH2:6][N:7]2[C:12](=[O:13])[C:11]([CH2:14][Br:30])=[N:10][N:9]([C:16]3[CH:17]=[C:18]([NH:22][C:23](=[O:25])[CH3:24])[CH:19]=[CH:20][CH:21]=3)[C:8]2=[O:26])=[CH:4][CH:3]=1, predict the reactants needed to synthesize it. The reactants are: [Cl:1][C:2]1[CH:28]=[CH:27][C:5]([CH2:6][N:7]2[C:12](=[O:13])[C:11]([CH2:14]O)=[N:10][N:9]([C:16]3[CH:17]=[C:18]([NH:22][C:23](=[O:25])[CH3:24])[CH:19]=[CH:20][CH:21]=3)[C:8]2=[O:26])=[CH:4][CH:3]=1.P(Br)(Br)[Br:30]. (6) Given the product [CH3:18][O:17][N:16]([CH3:15])[C:12]([C:6]1[C:5]2[C:9](=[CH:10][CH:11]=[C:3]([O:2][CH3:1])[CH:4]=2)[NH:8][N:7]=1)=[O:14], predict the reactants needed to synthesize it. The reactants are: [CH3:1][O:2][C:3]1[CH:4]=[C:5]2[C:9](=[CH:10][CH:11]=1)[NH:8][N:7]=[C:6]2[C:12]([OH:14])=O.[CH3:15][NH:16][O:17][CH3:18].N1C=CC=CC=1.CCN=C=NCCCN(C)C.Cl. (7) Given the product [C:1]([C:3]1[CH:4]=[CH:5][C:6]2[O:10][C:9]([CH:11]([C:17]3[C:25]([O:26][CH3:27])=[CH:24][C:23]([CH3:28])=[C:22]4[C:18]=3[CH:19]=[CH:20][NH:21]4)[CH2:12][C:13]([OH:15])=[O:14])=[N:8][C:7]=2[CH:36]=1)#[N:2], predict the reactants needed to synthesize it. The reactants are: [C:1]([C:3]1[CH:4]=[CH:5][C:6]2[O:10][C:9]([CH:11]([C:17]3[C:25]([O:26][CH3:27])=[CH:24][C:23]([CH3:28])=[C:22]4[C:18]=3[CH:19]=[CH:20][N:21]4C(OC(C)(C)C)=O)[CH2:12][C:13]([O:15]C)=[O:14])=[N:8][C:7]=2[CH:36]=1)#[N:2].C(=O)([O-])[O-].[Cs+].[Cs+].Cl. (8) Given the product [O:18]([CH2:20][C:21]([O:23][CH2:24][CH3:25])=[O:22])[C:12]1[CH:17]=[CH:16][CH:15]=[CH:14][CH:13]=1, predict the reactants needed to synthesize it. The reactants are: BrCCCOC1C=CC=CC=1.[C:12]1([OH:18])[CH:17]=[CH:16][CH:15]=[CH:14][CH:13]=1.Br[CH2:20][C:21]([O:23][CH2:24][CH3:25])=[O:22].C(=O)([O-])[O-].[K+].[K+]. (9) Given the product [C:1]([O:5][C:6]([N:8]1[CH2:9][CH2:10][CH:11]([C:14](=[O:25])[N:15]([C:16]2[CH:21]=[C:20]([O:22][CH3:23])[CH:19]=[CH:18][C:17]=2[Br:24])[CH2:28][CH3:29])[CH2:12][CH2:13]1)=[O:7])([CH3:4])([CH3:2])[CH3:3], predict the reactants needed to synthesize it. The reactants are: [C:1]([O:5][C:6]([N:8]1[CH2:13][CH2:12][CH:11]([C:14](=[O:25])[NH:15][C:16]2[CH:21]=[C:20]([O:22][CH3:23])[CH:19]=[CH:18][C:17]=2[Br:24])[CH2:10][CH2:9]1)=[O:7])([CH3:4])([CH3:3])[CH3:2].[H-].[Na+].[CH2:28](I)[CH3:29]. (10) Given the product [CH2:22]([O:1][C:2]1[CH:3]=[C:4]([CH:10]=[C:11]([O:14][CH2:5][CH2:4][CH2:3][CH2:2][CH2:12][CH2:11][CH3:10])[C:12]=1[O:13][CH2:22][CH2:23][CH2:24][CH2:25][CH2:26][CH2:27][CH3:28])[C:5]([O:7][CH2:8][CH3:9])=[O:6])[CH2:23][CH2:24][CH2:25][CH2:26][CH2:27][CH3:28], predict the reactants needed to synthesize it. The reactants are: [OH:1][C:2]1[CH:3]=[C:4]([CH:10]=[C:11]([OH:14])[C:12]=1[OH:13])[C:5]([O:7][CH2:8][CH3:9])=[O:6].C(=O)([O-])[O-].[K+].[K+].Br[CH2:22][CH2:23][CH2:24][CH2:25][CH2:26][CH2:27][CH3:28].